This data is from Reaction yield outcomes from USPTO patents with 853,638 reactions. The task is: Predict the reaction yield, written as a fraction of the theoretical maximum amount of product (1.0 means a 100% yield; for example, 0.34 means a 34% yield). (1) The reactants are [Cl:1][C:2]1[CH:10]=[CH:9][C:5]([C:6]([NH2:8])=O)=[C:4]([O:11][CH2:12][C:13]([F:16])([F:15])[F:14])[N:3]=1.N1C=CC=CC=1.O=P(Cl)(Cl)Cl.[OH-].[Na+]. The catalyst is C(#N)C.CCOC(C)=O. The product is [Cl:1][C:2]1[CH:10]=[CH:9][C:5]([C:6]#[N:8])=[C:4]([O:11][CH2:12][C:13]([F:14])([F:16])[F:15])[N:3]=1. The yield is 0.920. (2) The reactants are Cl[C:2]([O:4][CH3:5])=[O:3].[NH2:6][CH:7]([CH2:11][C:12]#[N:13])[C:8]([OH:10])=[O:9].[OH-].[Na+].Cl. The catalyst is C1COCC1. The product is [C:12]([CH2:11][CH:7]([NH:6][C:2]([O:4][CH3:5])=[O:3])[C:8]([OH:10])=[O:9])#[N:13]. The yield is 0.200.